From a dataset of Forward reaction prediction with 1.9M reactions from USPTO patents (1976-2016). Predict the product of the given reaction. (1) Given the reactants [CH2:1]([N:3]1[CH2:8][CH2:7][N:6]([C:9]2[C:18]3[C:13](=[CH:14][CH:15]=[CH:16][CH:17]=3)[CH:12]=[C:11]([C:19]3[CH:24]=[CH:23][C:22]([OH:25])=[CH:21][CH:20]=3)[N:10]=2)[CH2:5][CH2:4]1)[CH3:2].C(=O)([O-])[O-].[K+].[K+].Br[CH2:33][C:34]([O:36][CH2:37][CH3:38])=[O:35].O, predict the reaction product. The product is: [CH2:1]([N:3]1[CH2:4][CH2:5][N:6]([C:9]2[C:18]3[C:13](=[CH:14][CH:15]=[CH:16][CH:17]=3)[CH:12]=[C:11]([C:19]3[CH:20]=[CH:21][C:22]([O:25][CH2:33][C:34]([O:36][CH2:37][CH3:38])=[O:35])=[CH:23][CH:24]=3)[N:10]=2)[CH2:7][CH2:8]1)[CH3:2]. (2) Given the reactants [CH2:1]([O:8][C:9]([N:11]1[CH2:16][CH2:15][CH:14]([C:17]([OH:19])=O)[CH2:13][CH2:12]1)=[O:10])[C:2]1[CH:7]=[CH:6][CH:5]=[CH:4][CH:3]=1.[NH2:20][C:21]1[CH:26]=[CH:25][N:24]=[CH:23][CH:22]=1.C(Cl)CCl.C1C=NC2N(O)N=NC=2C=1, predict the reaction product. The product is: [N:24]1[CH:25]=[CH:26][C:21]([NH:20][C:17]([CH:14]2[CH2:13][CH2:12][N:11]([C:9]([O:8][CH2:1][C:2]3[CH:3]=[CH:4][CH:5]=[CH:6][CH:7]=3)=[O:10])[CH2:16][CH2:15]2)=[O:19])=[CH:22][CH:23]=1. (3) Given the reactants [Br:1][C:2]1[CH:3]=[CH:4][C:5]([OH:8])=[N:6][CH:7]=1.O[CH:10]1[CH2:14][CH2:13][O:12][CH2:11]1, predict the reaction product. The product is: [Br:1][C:2]1[CH:3]=[CH:4][C:5]([O:8][CH:10]2[CH2:14][CH2:13][O:12][CH2:11]2)=[N:6][CH:7]=1. (4) Given the reactants Cl[C:2]1[N:3]=[C:4]([N:24]2[CH2:29][CH2:28][O:27][CH2:26][CH2:25]2)[C:5]2[S:10][C:9]([CH2:11][N:12]3[CH2:17][CH2:16][N:15]([S:18]([CH:21]4[CH2:23][CH2:22]4)(=[O:20])=[O:19])[CH2:14][CH2:13]3)=[CH:8][C:6]=2[N:7]=1.[CH3:30][O:31][C:32]1[N:37]=[C:36]([O:38][CH3:39])[C:35](B2OC(C)(C)C(C)(C)O2)=[CH:34][N:33]=1, predict the reaction product. The product is: [CH3:30][O:31][C:32]1[N:37]=[C:36]([O:38][CH3:39])[C:35]([C:2]2[N:3]=[C:4]([N:24]3[CH2:29][CH2:28][O:27][CH2:26][CH2:25]3)[C:5]3[S:10][C:9]([CH2:11][N:12]4[CH2:17][CH2:16][N:15]([S:18]([CH:21]5[CH2:23][CH2:22]5)(=[O:20])=[O:19])[CH2:14][CH2:13]4)=[CH:8][C:6]=3[N:7]=2)=[CH:34][N:33]=1. (5) Given the reactants [CH2:1]([O:21][C:22]([O:24][CH2:25][C@@H:26]([CH2:51][O:52]CC1C=CC(OC)=CC=1)[O:27][C:28]([O:30][CH2:31][CH2:32][CH2:33][CH2:34][CH2:35][CH2:36][CH2:37][CH2:38][CH2:39][CH2:40][CH2:41][CH2:42][CH2:43][CH2:44][CH2:45][CH2:46][CH2:47][CH2:48][CH2:49][CH3:50])=[O:29])=[O:23])[CH2:2][CH2:3][CH2:4][CH2:5][CH2:6][CH2:7][CH2:8][CH2:9][CH2:10][CH2:11][CH2:12][CH2:13][CH2:14][CH2:15][CH2:16][CH2:17][CH2:18][CH2:19][CH3:20].C(C1C(=O)C(Cl)=C(Cl)C(=O)C=1C#N)#N.ClC1C(=O)C(C#N)=C(C#N)C(=O)C=1Cl.O, predict the reaction product. The product is: [CH2:1]([O:21][C:22]([O:24][CH2:25][C@@H:26]([CH2:51][OH:52])[O:27][C:28]([O:30][CH2:31][CH2:32][CH2:33][CH2:34][CH2:35][CH2:36][CH2:37][CH2:38][CH2:39][CH2:40][CH2:41][CH2:42][CH2:43][CH2:44][CH2:45][CH2:46][CH2:47][CH2:48][CH2:49][CH3:50])=[O:29])=[O:23])[CH2:2][CH2:3][CH2:4][CH2:5][CH2:6][CH2:7][CH2:8][CH2:9][CH2:10][CH2:11][CH2:12][CH2:13][CH2:14][CH2:15][CH2:16][CH2:17][CH2:18][CH2:19][CH3:20]. (6) Given the reactants [CH2:1]([N:3]1[CH2:8][CH2:7][CH:6]([CH2:9][CH2:10]O)[CH2:5][CH2:4]1)[CH3:2].Cl.N1CCC(CC[CH2:21][OH:22])CC1, predict the reaction product. The product is: [CH2:1]([N:3]1[CH2:4][CH2:5][CH:6]([CH2:9][CH2:10][CH2:21][OH:22])[CH2:7][CH2:8]1)[CH3:2]. (7) Given the reactants [Br:1][C:2]1[CH:3]=[C:4]2[C:9](=[CH:10][CH:11]=1)[N:8]=[C:7]([C:12]1[CH:17]=[CH:16][CH:15]=[C:14]([C:18]([F:21])([F:20])[F:19])[CH:13]=1)[C:6]([CH3:22])=[C:5]2[C:23]([OH:25])=[O:24].[C:26](Cl)(=O)C(Cl)=O.CO, predict the reaction product. The product is: [Br:1][C:2]1[CH:3]=[C:4]2[C:9](=[CH:10][CH:11]=1)[N:8]=[C:7]([C:12]1[CH:17]=[CH:16][CH:15]=[C:14]([C:18]([F:21])([F:19])[F:20])[CH:13]=1)[C:6]([CH3:22])=[C:5]2[C:23]([O:25][CH3:26])=[O:24]. (8) Given the reactants [OH-].[NH4+:2].[Cl-].[NH4+:4].[CH2:5]([O:7][C:8]1[CH:13]=[CH:12][C:11]([S:14]([NH:17][CH:18]2[CH2:23][CH2:22][C:21](=O)[CH2:20][CH2:19]2)(=[O:16])=[O:15])=[CH:10][C:9]=1[CH3:25])[CH3:6].[C-:26]#N.[K+], predict the reaction product. The product is: [NH2:2][C:21]1([C:26]#[N:4])[CH2:22][CH2:23][CH:18]([NH:17][S:14]([C:11]2[CH:12]=[CH:13][C:8]([O:7][CH2:5][CH3:6])=[C:9]([CH3:25])[CH:10]=2)(=[O:16])=[O:15])[CH2:19][CH2:20]1. (9) The product is: [Cl:25][C:22]1[CH:21]=[CH:20][C:19]([C:8]2[S:7][C:6]([C:4]([OH:5])=[O:3])=[N:10][C:9]=2[C:11]2[CH:16]=[CH:15][C:14]([Cl:17])=[CH:13][C:12]=2[Cl:18])=[CH:24][CH:23]=1. Given the reactants C([O:3][C:4]([C:6]1[S:7][C:8]([C:19]2[CH:24]=[CH:23][C:22]([Cl:25])=[CH:21][CH:20]=2)=[C:9]([C:11]2[CH:16]=[CH:15][C:14]([Cl:17])=[CH:13][C:12]=2[Cl:18])[N:10]=1)=[O:5])C.[OH-].[K+].Cl, predict the reaction product.